Dataset: Forward reaction prediction with 1.9M reactions from USPTO patents (1976-2016). Task: Predict the product of the given reaction. (1) Given the reactants [NH2:1][CH:2]1[CH2:7][CH2:6][NH:5][CH2:4][CH2:3]1.[C:8](O[C:8]([O:10][C:11]([CH3:14])([CH3:13])[CH3:12])=[O:9])([O:10][C:11]([CH3:14])([CH3:13])[CH3:12])=[O:9], predict the reaction product. The product is: [C:11]([O:10][C:8]([N:5]1[CH2:6][CH2:7][CH:2]([NH2:1])[CH2:3][CH2:4]1)=[O:9])([CH3:14])([CH3:13])[CH3:12]. (2) The product is: [N:1]1[CH:6]=[CH:5][CH:4]=[CH:3][C:2]=1[CH2:7][CH2:8][NH:9][C:28]([C:25]1[N:26]=[N:27][C:22]([N:19]2[CH2:18][CH2:17][N:16]([C:14](=[O:15])[C:13]3[CH:31]=[CH:32][CH:33]=[CH:34][C:12]=3[C:11]([F:36])([F:35])[F:10])[CH2:21][CH2:20]2)=[CH:23][CH:24]=1)=[O:29]. Given the reactants [N:1]1[CH:6]=[CH:5][CH:4]=[CH:3][C:2]=1[CH2:7][CH2:8][NH2:9].[F:10][C:11]([F:36])([F:35])[C:12]1[CH:34]=[CH:33][CH:32]=[CH:31][C:13]=1[C:14]([N:16]1[CH2:21][CH2:20][N:19]([C:22]2[N:27]=[N:26][C:25]([C:28](Cl)=[O:29])=[CH:24][CH:23]=2)[CH2:18][CH2:17]1)=[O:15], predict the reaction product. (3) Given the reactants [C:1]1([CH:7]2[CH2:11][CH2:10][NH:9][CH2:8]2)[CH:6]=[CH:5][CH:4]=[CH:3][CH:2]=1.[O:12]=[C:13]1[C:17]([C:24]2[CH:29]=[CH:28][CH:27]=[CH:26][CH:25]=2)([C:18]2[CH:23]=[CH:22][CH:21]=[CH:20][CH:19]=2)[CH2:16][CH2:15][N:14]1[CH2:30][C:31](O)=[O:32].Cl.C(N=C=NCCCN(C)C)C, predict the reaction product. The product is: [O:32]=[C:31]([N:9]1[CH2:10][CH2:11][CH:7]([C:1]2[CH:6]=[CH:5][CH:4]=[CH:3][CH:2]=2)[CH2:8]1)[CH2:30][N:14]1[CH2:15][CH2:16][C:17]([C:18]2[CH:23]=[CH:22][CH:21]=[CH:20][CH:19]=2)([C:24]2[CH:25]=[CH:26][CH:27]=[CH:28][CH:29]=2)[C:13]1=[O:12]. (4) Given the reactants C(OC([N:8]([C:13]1[C:21]2[C:16](=[CH:17][CH:18]=[CH:19][CH:20]=2)[N:15]([CH2:22][C:23]([O:25][C@H:26]([C:37]2[CH:42]=[CH:41][C:40]([O:43][CH:44]([F:46])[F:45])=[C:39]([O:47][CH2:48][CH:49]3[CH2:51][CH2:50]3)[CH:38]=2)[CH2:27][C:28]2[C:33]([Cl:34])=[CH:32][N+:31]([O-:35])=[CH:30][C:29]=2[Cl:36])=[O:24])[CH:14]=1)[S:9]([CH3:12])(=[O:11])=[O:10])=O)(C)(C)C.Cl.O1CCOCC1, predict the reaction product. The product is: [Cl:36][C:29]1[CH:30]=[N+:31]([O-:35])[CH:32]=[C:33]([Cl:34])[C:28]=1[CH2:27][C@@H:26]([C:37]1[CH:42]=[CH:41][C:40]([O:43][CH:44]([F:45])[F:46])=[C:39]([O:47][CH2:48][CH:49]2[CH2:51][CH2:50]2)[CH:38]=1)[O:25][C:23](=[O:24])[CH2:22][N:15]1[C:16]2[C:21](=[CH:20][CH:19]=[CH:18][CH:17]=2)[C:13]([NH:8][S:9]([CH3:12])(=[O:11])=[O:10])=[CH:14]1. (5) Given the reactants [F:1][C:2]1[CH:17]=[CH:16][C:5]([O:6][C:7]2[CH:12]=[CH:11][C:10]([C:13](=[O:15])[CH3:14])=[CH:9][CH:8]=2)=[CH:4][CH:3]=1.[Br:18]Br, predict the reaction product. The product is: [Br:18][CH2:14][C:13]([C:10]1[CH:11]=[CH:12][C:7]([O:6][C:5]2[CH:16]=[CH:17][C:2]([F:1])=[CH:3][CH:4]=2)=[CH:8][CH:9]=1)=[O:15]. (6) The product is: [ClH:28].[F:36][C:33]1([F:37])[CH2:34][CH2:35][N:31]([CH2:30][CH2:29][O:17][C:14]2[CH:15]=[C:16]3[C:11](=[CH:12][CH:13]=2)[O:10][C:9]([C:18]2[N:23]=[CH:22][C:21]4[CH:24]=[CH:25][S:26][C:20]=4[CH:19]=2)=[CH:8][C:7]3=[N:6][OH:5])[CH2:32]1. Given the reactants C([O:5][N:6]=[C:7]1[C:16]2[C:11](=[CH:12][CH:13]=[C:14]([OH:17])[CH:15]=2)[O:10][C:9]([C:18]2[N:23]=[CH:22][C:21]3[CH:24]=[CH:25][S:26][C:20]=3[CH:19]=2)=[CH:8]1)(C)(C)C.Cl.[Cl:28][CH2:29][CH2:30][N:31]1[CH2:35][CH2:34][C:33]([F:37])([F:36])[CH2:32]1, predict the reaction product. (7) Given the reactants [PH4+].[C:2]1([CH3:8])[CH:7]=[CH:6][CH:5]=[CH:4][CH:3]=1.[C:9](=[O:12])([O-])[O-:10].[K+].[K+].[CH:15](=O)/[CH:16]=C/C, predict the reaction product. The product is: [C:9]([O:10][CH2:15][CH3:16])(=[O:12])[CH2:3][CH2:4][CH:5]=[CH:6][CH:7]=[CH:2][CH3:8]. (8) Given the reactants C(NC(C)C)(C)C.[CH2:8]([Li])[CH2:9][CH2:10][CH3:11].[CH:13]1([CH:17]([C:22]2[CH:27]=[CH:26][CH:25]=[CH:24][CH:23]=2)[C:18]([O:20][CH3:21])=[O:19])CCC1.IC.[Cl-].[NH4+], predict the reaction product. The product is: [CH:11]1([C:17]([C:22]2[CH:27]=[CH:26][CH:25]=[CH:24][CH:23]=2)([CH3:13])[C:18]([O:20][CH3:21])=[O:19])[CH2:10][CH2:9][CH2:8]1. (9) Given the reactants [CH3:1][C:2]1[CH:3]=[C:4]([CH:8]=[CH:9][C:10]=1[C:11]([N:13]1[CH2:17][CH2:16][CH2:15][CH2:14]1)=[O:12])[C:5]([OH:7])=O.CN(C(ON1N=NC2C=CC=CC1=2)=[N+](C)C)C.[B-](F)(F)(F)F.C(N(C(C)C)CC)(C)C.[Cl:49][C:50]1[CH:67]=[CH:66][C:53]2[N:54]=[C:55]([CH:57]([NH2:65])[CH2:58][C:59]3[CH:64]=[CH:63][CH:62]=[CH:61][CH:60]=3)[NH:56][C:52]=2[CH:51]=1.ClCl, predict the reaction product. The product is: [Cl:49][C:50]1[CH:67]=[CH:66][C:53]2[NH:54][C:55]([CH:57]([NH:65][C:5](=[O:7])[C:4]3[CH:8]=[CH:9][C:10]([C:11]([N:13]4[CH2:17][CH2:16][CH2:15][CH2:14]4)=[O:12])=[C:2]([CH3:1])[CH:3]=3)[CH2:58][C:59]3[CH:64]=[CH:63][CH:62]=[CH:61][CH:60]=3)=[N:56][C:52]=2[CH:51]=1. (10) Given the reactants [CH3:1][C:2]1[C:3]([NH:22][C:23](=[O:31])[CH2:24][CH:25]2[CH2:30][CH2:29][CH2:28][CH2:27][CH2:26]2)=[C:4]2[C:9](=[CH:10][CH:11]=1)[N:8]=[C:7]([N:12]1[CH2:16][CH2:15][C@@H:14](OS(C)(=O)=O)[CH2:13]1)[CH:6]=[CH:5]2.[NH2:32][CH2:33][CH2:34][OH:35], predict the reaction product. The product is: [OH:35][CH2:34][CH2:33][NH:32][C@H:14]1[CH2:15][CH2:16][N:12]([C:7]2[CH:6]=[CH:5][C:4]3[C:9](=[CH:10][CH:11]=[C:2]([CH3:1])[C:3]=3[NH:22][C:23](=[O:31])[CH2:24][CH:25]3[CH2:30][CH2:29][CH2:28][CH2:27][CH2:26]3)[N:8]=2)[CH2:13]1.